This data is from Drug-target binding data from BindingDB using Ki measurements. The task is: Regression. Given a target protein amino acid sequence and a drug SMILES string, predict the binding affinity score between them. We predict pKi (pKi = -log10(Ki in M); higher means stronger inhibition). Dataset: bindingdb_ki. The small molecule is CC(C)C(=O)OCCCCCn1cnc2nc(NCc3ccc(Cl)c(Cl)c3)[nH]c(=O)c21. The target protein (P10443) has sequence MSEPRFVHLRVHSDYSMIDGLAKTAPLVKKAAALGMPALAITDFTNLCGLVKFYGAGHGAGIKPIVGADFNVQCDLLGDELTHLTVLAANNTGYQNLTLLISKAYQRGYGAAGPIIDRDWLIELNEGLILLSGGRMGDVGRSLLRGNSALVDECVAFYEEHFPDRYFLELIRTGRPDEESYLHAAVELAEARGLPVVATNDVRFIDSSDFDAHEIRVAIHDGFTLDDPKRPRNYSPQQYMRSEEEMCELFADIPEALANTVEIAKRCNVTVRLGEYFLPQFPTGDMSTEDYLVKRAKEGLEERLAFLFPDEEERLKRRPEYDERLETELQVINQMGFPGYFLIVMEFIQWSKDNGVPVGPGRGSGAGSLVAYALKITDLDPLEFDLLFERFLNPERVSMPDFDVDFCMEKRDQVIEHVADMYGRDAVSQIITFGTMAAKAVIRDVGRVLGHPYGFVDRISKLIPPDPGMTLAKAFEAEPQLPEIYEADEEVKALIDMARK.... The pKi is 4.3.